This data is from Peptide-MHC class II binding affinity with 134,281 pairs from IEDB. The task is: Regression. Given a peptide amino acid sequence and an MHC pseudo amino acid sequence, predict their binding affinity value. This is MHC class II binding data. (1) The peptide sequence is CHTGVGPNMSCDDVV. The MHC is DRB1_0404 with pseudo-sequence DRB1_0404. The binding affinity (normalized) is 0.151. (2) The peptide sequence is ASPLTGIADASQSSM. The MHC is DRB1_0401 with pseudo-sequence DRB1_0401. The binding affinity (normalized) is 0.627. (3) The MHC is DRB1_1101 with pseudo-sequence DRB1_1101. The peptide sequence is SSIIFGAFPSLHSGCC. The binding affinity (normalized) is 0.233. (4) The peptide sequence is ARIMLDNINMPNGLIAQF. The MHC is DRB5_0101 with pseudo-sequence DRB5_0101. The binding affinity (normalized) is 0.148. (5) The peptide sequence is NNLMMIEQYPYVVIM. The MHC is DRB1_0901 with pseudo-sequence DRB1_0901. The binding affinity (normalized) is 0.557. (6) The peptide sequence is AELMILIATNLLGQN. The MHC is DRB1_1302 with pseudo-sequence DRB1_1302. The binding affinity (normalized) is 0.234. (7) The peptide sequence is DIKVQFQSGGNNSPA. The MHC is DRB1_1602 with pseudo-sequence DRB1_1602. The binding affinity (normalized) is 0.198. (8) The peptide sequence is LHFSEALHIIAGTPE. The MHC is DRB1_1001 with pseudo-sequence DRB1_1001. The binding affinity (normalized) is 0.589.